From a dataset of Reaction yield outcomes from USPTO patents with 853,638 reactions. Predict the reaction yield, written as a fraction of the theoretical maximum amount of product (1.0 means a 100% yield; for example, 0.34 means a 34% yield). (1) The reactants are [CH2:1]([O:3][C:4](=[O:22])[C:5]([C:10](=[O:21])[C:11]1[CH:16]=[CH:15][CH:14]=[CH:13][C:12]=1[C:17]([F:20])([F:19])[F:18])=[CH:6][N:7](C)C)[CH3:2].Cl.NO. The catalyst is CO. The product is [CH2:1]([O:3][C:4]([C:5]1[CH:6]=[N:7][O:21][C:10]=1[C:11]1[CH:16]=[CH:15][CH:14]=[CH:13][C:12]=1[C:17]([F:20])([F:19])[F:18])=[O:22])[CH3:2]. The yield is 0.510. (2) The reactants are [Cl:1][C:2]1[CH:12]=[C:11]([O:13][CH2:14][CH:15]=[C:16]([Cl:18])[Cl:17])[CH:10]=[C:9]([Cl:19])[C:3]=1[O:4][CH2:5][C:6](=O)[CH3:7].Cl.[CH2:21]([O:23][NH2:24])[CH3:22].Cl. The yield is 0.810. The product is [CH2:21]([O:23][N:24]=[C:6]([CH2:5][O:4][C:3]1[C:2]([Cl:1])=[CH:12][C:11]([O:13][CH2:14][CH:15]=[C:16]([Cl:18])[Cl:17])=[CH:10][C:9]=1[Cl:19])[CH3:7])[CH3:22]. The catalyst is N1C=CC=CC=1. (3) The reactants are [Cl:1][C:2]1[C:3]([F:19])=[C:4]([N:8]2[C:12]([CH3:13])=[C:11]([C:14]([O:16][CH2:17][CH3:18])=[O:15])[N:10]=[CH:9]2)[CH:5]=[CH:6][CH:7]=1.[CH3:20][C:21]1[N:22]=[CH:23][NH:24][C:25]=1[C:26]([O:28][CH2:29][CH3:30])=[O:27].ClC1C(F)=C(B(O)O)C=CC=1. The catalyst is CO.C(Cl)Cl. The product is [Cl:1][C:2]1[C:3]([F:19])=[C:4]([N:24]2[C:25]([C:26]([O:28][CH2:29][CH3:30])=[O:27])=[C:21]([CH3:20])[N:22]=[CH:23]2)[CH:5]=[CH:6][CH:7]=1.[Cl:1][C:2]1[C:3]([F:19])=[C:4]([N:8]2[C:12]([CH3:13])=[C:11]([C:14]([O:16][CH2:17][CH3:18])=[O:15])[N:10]=[CH:9]2)[CH:5]=[CH:6][CH:7]=1. The yield is 0.0200.